This data is from Full USPTO retrosynthesis dataset with 1.9M reactions from patents (1976-2016). The task is: Predict the reactants needed to synthesize the given product. (1) The reactants are: C[Al](C)C.CCCCCCC.[NH2:12][C:13]1[CH:20]=[CH:19][C:16]([C:17]#[N:18])=[C:15]([C:21]([F:24])([F:23])[F:22])[CH:14]=1.C[O:26][C:27]([C:29]1[CH:37]=[C:36]2[C:32]([CH:33]=[CH:34][NH:35]2)=[CH:31][CH:30]=1)=O.C(C(C(C([O-])=O)O)O)([O-])=O.[Na+].[Na+]. Given the product [C:17]([C:16]1[CH:19]=[CH:20][C:13]([NH:12][C:27]([C:29]2[CH:37]=[C:36]3[C:32]([CH:33]=[CH:34][NH:35]3)=[CH:31][CH:30]=2)=[O:26])=[CH:14][C:15]=1[C:21]([F:22])([F:23])[F:24])#[N:18], predict the reactants needed to synthesize it. (2) Given the product [CH:13]12[N:17]([CH:18]([C:32]3[CH:37]=[CH:36][CH:35]=[C:34]([O:38][CH3:39])[CH:33]=3)[C:19]3[CH:31]=[CH:30][C:22]([C:23]([N:25]([CH2:28][CH3:29])[CH2:26][CH3:27])=[O:24])=[CH:21][CH:20]=3)[CH:16]([CH2:15][CH2:14]1)[CH:9]1[NH:8][CH:12]2[CH2:11][CH2:10]1, predict the reactants needed to synthesize it. The reactants are: C([N:8]1[CH:12]2[CH:13]3[N:17]([CH:18]([C:32]4[CH:37]=[CH:36][CH:35]=[C:34]([O:38][CH3:39])[CH:33]=4)[C:19]4[CH:31]=[CH:30][C:22]([C:23]([N:25]([CH2:28][CH3:29])[CH2:26][CH3:27])=[O:24])=[CH:21][CH:20]=4)[CH:16]([CH:9]1[CH2:10][CH2:11]2)[CH2:15][CH2:14]3)C1C=CC=CC=1.